From a dataset of Full USPTO retrosynthesis dataset with 1.9M reactions from patents (1976-2016). Predict the reactants needed to synthesize the given product. (1) Given the product [CH3:15][NH2+:17][CH3:18].[Cl:13][C:4]1[C:3]([O:2][CH3:1])=[C:8]([C:7]([Cl:12])=[CH:6][CH:5]=1)[C:9]([OH:11])=[O:10], predict the reactants needed to synthesize it. The reactants are: [CH3:1][O:2][C:3]1[C:4]([Cl:13])=[CH:5][CH:6]=[C:7]([Cl:12])[C:8]=1[C:9]([OH:11])=[O:10].C[C:15]([N:17](C)[CH3:18])=O. (2) Given the product [CH:1]1(/[C:7](=[N:44]/[O:45][CH3:46])/[CH2:8][N:9]2[C:14](=[O:15])[C:13]([CH2:16][C:17]3[CH:18]=[CH:19][C:20]([C:23]4[CH:28]=[CH:27][CH:26]=[CH:25][C:24]=4[C:29]4[NH:33][C:32](=[O:34])[O:31][N:30]=4)=[CH:21][CH:22]=3)=[C:12]([CH2:35][CH2:36][CH3:37])[N:11]3[N:38]=[C:39]([CH3:41])[N:40]=[C:10]23)[CH2:6][CH2:5][CH2:4][CH2:3][CH2:2]1, predict the reactants needed to synthesize it. The reactants are: [CH:1]1([C:7](=O)[CH2:8][N:9]2[C:14](=[O:15])[C:13]([CH2:16][C:17]3[CH:22]=[CH:21][C:20]([C:23]4[CH:28]=[CH:27][CH:26]=[CH:25][C:24]=4[C:29]4[NH:33][C:32](=[O:34])[O:31][N:30]=4)=[CH:19][CH:18]=3)=[C:12]([CH2:35][CH2:36][CH3:37])[N:11]3[N:38]=[C:39]([CH3:41])[N:40]=[C:10]23)[CH2:6][CH2:5][CH2:4][CH2:3][CH2:2]1.Cl.[NH2:44][O:45][CH3:46].N1C=CC=CC=1.Cl.